From a dataset of Forward reaction prediction with 1.9M reactions from USPTO patents (1976-2016). Predict the product of the given reaction. (1) The product is: [CH2:1]([CH:3]([C:6]1[C:7]2[N:8]([C:13]([C:21]3[N:20]=[CH:19][O:18][CH:22]=3)=[C:14]([CH3:16])[N:15]=2)[N:9]=[C:10]([CH3:12])[CH:11]=1)[CH2:4][CH3:5])[CH3:2]. Given the reactants [CH2:1]([CH:3]([C:6]1[C:7]2[N:8]([C:13](I)=[C:14]([CH3:16])[N:15]=2)[N:9]=[C:10]([CH3:12])[CH:11]=1)[CH2:4][CH3:5])[CH3:2].[O:18]1[CH:22]=[CH:21][N:20]=[CH:19]1.C1(P(C2C=CC=CC=2)C2C=CC=CC=2)C=CC=CC=1.C(=O)([O-])[O-].[Cs+].[Cs+], predict the reaction product. (2) Given the reactants [Br:1][C:2]1[CH:16]=[CH:15][C:5]([O:6][C:7]2[CH:14]=[CH:13][C:10]([CH:11]=O)=[CH:9][CH:8]=2)=[C:4]([Cl:17])[CH:3]=1.[NH2:18][OH:19], predict the reaction product. The product is: [Br:1][C:2]1[CH:16]=[CH:15][C:5]([O:6][C:7]2[CH:14]=[CH:13][C:10]([CH:11]=[N:18][OH:19])=[CH:9][CH:8]=2)=[C:4]([Cl:17])[CH:3]=1.